Dataset: Forward reaction prediction with 1.9M reactions from USPTO patents (1976-2016). Task: Predict the product of the given reaction. (1) Given the reactants O=P12OP3(OP(OP(O3)(O1)=O)(=O)O2)=O.[CH2:15]([C:17]1[CH:22]=[CH:21][C:20]([NH:23][CH2:24][CH2:25][C:26]([O:28]CC)=O)=[CH:19][CH:18]=1)[CH3:16].[OH-].[Na+], predict the reaction product. The product is: [CH2:15]([C:17]1[CH:18]=[C:19]2[C:20](=[CH:21][CH:22]=1)[NH:23][CH2:24][CH2:25][C:26]2=[O:28])[CH3:16]. (2) Given the reactants [C:1]([O:5][C:6](=[O:20])[NH:7][CH2:8][CH2:9][C:10]1[CH:15]=[CH:14][C:13]([NH:16][C:17]([NH2:19])=[S:18])=[CH:12][CH:11]=1)([CH3:4])([CH3:3])[CH3:2].[CH3:21]I, predict the reaction product. The product is: [C:1]([O:5][C:6](=[O:20])[NH:7][CH2:8][CH2:9][C:10]1[CH:11]=[CH:12][C:13]([NH:16][C:17](=[NH:19])[S:18][CH3:21])=[CH:14][CH:15]=1)([CH3:4])([CH3:2])[CH3:3]. (3) Given the reactants [CH3:1][N:2]1[CH2:7][CH2:6][N:5]([C:8]2[CH:13]=[CH:12][C:11]([NH2:14])=[CH:10][CH:9]=2)[CH2:4][CH2:3]1.C(=O)([O-])[O-].[K+].[K+].CN(C)C=O.[Cl:26][C:27]1[C:32]([C:33]2[CH:38]=[CH:37][N:36]=[C:35](S(C)(=O)=O)[N:34]=2)=[CH:31][CH:30]=[CH:29][N:28]=1, predict the reaction product. The product is: [Cl:26][C:27]1[C:32]([C:33]2[CH:38]=[CH:37][N:36]=[C:35]([NH:14][C:11]3[CH:12]=[CH:13][C:8]([N:5]4[CH2:4][CH2:3][N:2]([CH3:1])[CH2:7][CH2:6]4)=[CH:9][CH:10]=3)[N:34]=2)=[CH:31][CH:30]=[CH:29][N:28]=1. (4) The product is: [Cl:11][C:6]1[N:5]=[CH:4][N:3]=[C:2]([N:22]([CH3:23])[C:19]2[CH:18]=[CH:17][C:16]([S:13]([CH3:12])(=[O:15])=[O:14])=[CH:21][CH:20]=2)[C:7]=1[N+:8]([O-:10])=[O:9]. Given the reactants Cl[C:2]1[C:7]([N+:8]([O-:10])=[O:9])=[C:6]([Cl:11])[N:5]=[CH:4][N:3]=1.[CH3:12][S:13]([C:16]1[CH:21]=[CH:20][C:19]([NH:22][CH3:23])=[CH:18][CH:17]=1)(=[O:15])=[O:14].C(N(C(C)C)CC)(C)C, predict the reaction product.